From a dataset of Reaction yield outcomes from USPTO patents with 853,638 reactions. Predict the reaction yield, written as a fraction of the theoretical maximum amount of product (1.0 means a 100% yield; for example, 0.34 means a 34% yield). (1) The reactants are N([O-])=O.[Na+].N[C:6]1[N:7]([C:17]2[C:26]3[C:21](=[CH:22][CH:23]=[CH:24][CH:25]=3)[C:20]([CH:27]3[CH2:29][CH2:28]3)=[CH:19][CH:18]=2)[C:8]([S:11][CH2:12][C:13]([O:15][CH3:16])=[O:14])=[N:9][N:10]=1.ClC(Cl)C(O)=O.ClCCl.C(Br)(Br)[Br:40]. The catalyst is [Cl-].C([N+](CC)(CC)CC)C1C=CC=CC=1. The product is [Br:40][C:6]1[N:7]([C:17]2[C:26]3[C:21](=[CH:22][CH:23]=[CH:24][CH:25]=3)[C:20]([CH:27]3[CH2:29][CH2:28]3)=[CH:19][CH:18]=2)[C:8]([S:11][CH2:12][C:13]([O:15][CH3:16])=[O:14])=[N:9][N:10]=1. The yield is 0.850. (2) The reactants are Cl.[F:2][C:3]([F:12])([F:11])[C:4]1[CH:8]=[C:7]([CH2:9][NH2:10])[NH:6][N:5]=1.[F:13][C:14]1[CH:15]=[C:16]([CH:25]([CH3:29])[C:26](O)=[O:27])[CH:17]=[CH:18][C:19]=1[CH2:20][S:21]([CH3:24])(=[O:23])=[O:22].F[B-](F)(F)F.N1(OC(N(C)C)=[N+](C)C)C2C=CC=CC=2N=N1.ON1C2C=CC=CC=2N=N1.C(N(C(C)C)C(C)C)C. The catalyst is C1COCC1. The product is [F:13][C:14]1[CH:15]=[C:16]([CH:25]([CH3:29])[C:26]([NH:10][CH2:9][C:7]2[NH:6][N:5]=[C:4]([C:3]([F:2])([F:11])[F:12])[CH:8]=2)=[O:27])[CH:17]=[CH:18][C:19]=1[CH2:20][S:21]([CH3:24])(=[O:22])=[O:23]. The yield is 0.860. (3) The reactants are Cl[C:2]1[C:3]2[N:4]([C:8]([C:19]3[CH:24]=[CH:23][N:22]=[C:21]([NH:25][C:26]4[CH:31]=[CH:30][CH:29]=[CH:28]C=4)[N:20]=3)=[C:9]([C:11]3[CH:16]=[CH:15][CH:14]=[C:13]([O:17][CH3:18])[CH:12]=3)[N:10]=2)[CH:5]=[CH:6][CH:7]=1.C1(P(C2C=CC=CC=2)C2C=CC3C(=CC=CC=3)C=2C2C3C(=CC=CC=3)C=CC=2P(C2C=CC=CC=2)C2C=CC=CC=2)C=CC=CC=1.C(=O)([O-])[O-].[Cs+].[Cs+].C(OCC)(=O)C.[CH:90]1([NH2:95])[CH2:94][CH2:93][CH2:92][CH2:91]1. The catalyst is C([O-])(=O)C.[Pd+2].C([O-])(=O)C.O. The product is [CH:90]1([NH:95][C:2]2[C:3]3[N:4]([C:8]([C:19]4[CH:24]=[CH:23][N:22]=[C:21]([NH:25][CH:26]5[CH2:31][CH2:30][CH2:29][CH2:28]5)[N:20]=4)=[C:9]([C:11]4[CH:16]=[CH:15][CH:14]=[C:13]([O:17][CH3:18])[CH:12]=4)[N:10]=3)[CH:5]=[CH:6][CH:7]=2)[CH2:94][CH2:93][CH2:92][CH2:91]1. The yield is 0.310. (4) The reactants are [OH:1][C:2]1[CH:3]=[C:4]([C:8]2[CH:9]=[C:10]([C:18]([NH:20][C:21]3[CH:22]=[C:23](/[CH:27]=[CH:28]/[C:29]([O:31]CC)=[O:30])[CH:24]=[CH:25][CH:26]=3)=[O:19])[C:11]3[C:16]([CH:17]=2)=[CH:15][CH:14]=[CH:13][CH:12]=3)[CH:5]=[CH:6][CH:7]=1.O[Li].O. No catalyst specified. The product is [OH:1][C:2]1[CH:3]=[C:4]([C:8]2[CH:9]=[C:10]([C:18]([NH:20][C:21]3[CH:22]=[C:23](/[CH:27]=[CH:28]/[C:29]([OH:31])=[O:30])[CH:24]=[CH:25][CH:26]=3)=[O:19])[C:11]3[C:16]([CH:17]=2)=[CH:15][CH:14]=[CH:13][CH:12]=3)[CH:5]=[CH:6][CH:7]=1. The yield is 0.440. (5) The reactants are [C:1]([Si:5]([O:8][CH:9]1[CH2:13][CH:12]=[CH:11][CH2:10]1)([CH3:7])[CH3:6])([CH3:4])([CH3:3])[CH3:2].[N+](=[CH:16][C:17]([O:19][CH2:20][CH3:21])=[O:18])=[N-]. The catalyst is CC([O-])=O.CC([O-])=O.CC([O-])=O.CC([O-])=O.[Rh+2].[Rh+2]. The product is [Si:5]([O:8][CH:9]1[CH2:13][CH:12]2[CH:11]([CH:16]2[C:17]([O:19][CH2:20][CH3:21])=[O:18])[CH2:10]1)([C:1]([CH3:4])([CH3:2])[CH3:3])([CH3:7])[CH3:6]. The yield is 0.730.